This data is from Reaction yield outcomes from USPTO patents with 853,638 reactions. The task is: Predict the reaction yield, written as a fraction of the theoretical maximum amount of product (1.0 means a 100% yield; for example, 0.34 means a 34% yield). The reactants are [Si:1]([O:8][CH2:9][CH2:10][NH:11][C:12]1[CH:22]=[CH:21][C:15]([C:16]([O:18][CH2:19][CH3:20])=[O:17])=[CH:14][CH:13]=1)([C:4]([CH3:7])([CH3:6])[CH3:5])([CH3:3])[CH3:2].C=O.[C:25](O[BH-](OC(=O)C)OC(=O)C)(=O)C.[Na+].C(=O)([O-])O.[Na+]. The catalyst is ClCCl. The product is [Si:1]([O:8][CH2:9][CH2:10][N:11]([CH3:25])[C:12]1[CH:13]=[CH:14][C:15]([C:16]([O:18][CH2:19][CH3:20])=[O:17])=[CH:21][CH:22]=1)([C:4]([CH3:6])([CH3:7])[CH3:5])([CH3:3])[CH3:2]. The yield is 0.890.